This data is from Forward reaction prediction with 1.9M reactions from USPTO patents (1976-2016). The task is: Predict the product of the given reaction. (1) Given the reactants BrN1[C:6](=O)[CH2:5][CH2:4]C1=O.[CH2:9]([O:12][C:13](=[O:32])[NH:14][C:15]1[CH:20]=[CH:19][CH:18]=[C:17]([C:21](=O)[CH2:22][C:23]2[CH:28]=[CH:27][N:26]=[C:25]([Cl:29])[N:24]=2)[C:16]=1[F:31])[CH:10]=[CH2:11].CC([N:37]([C:41]([CH3:46])([CH3:45])[C:42]([NH2:44])=[S:43])[C:38](=[O:40])[O-:39])(C)C.Cl[CH2:48]Cl, predict the reaction product. The product is: [CH2:9]([O:12][C:13](=[O:32])[NH:14][C:15]1[CH:20]=[CH:19][CH:18]=[C:17]([C:21]2[N:44]=[C:42]([C:41]([NH:37][C:38]([O:39][C:5]([CH3:4])([CH3:6])[CH3:48])=[O:40])([CH3:45])[CH3:46])[S:43][C:22]=2[C:23]2[CH:28]=[CH:27][N:26]=[C:25]([Cl:29])[N:24]=2)[C:16]=1[F:31])[CH:10]=[CH2:11]. (2) The product is: [F:14][C:15]1[CH:20]=[CH:19][C:18]([CH:21]([C:29]2[CH:30]=[CH:31][C:32]([F:35])=[CH:33][CH:34]=2)[CH:22]2[C:27](=[O:28])[CH2:26][CH2:25][N:24]([CH2:7][C:6]3[CH:9]=[C:2]([Br:1])[CH:3]=[CH:4][C:5]=3[O:10][CH2:11][CH3:12])[CH2:23]2)=[CH:17][CH:16]=1. Given the reactants [Br:1][C:2]1[CH:3]=[CH:4][C:5]([O:10][CH2:11][CH3:12])=[C:6]([CH:9]=1)[CH2:7]O.Cl.[F:14][C:15]1[CH:20]=[CH:19][C:18]([CH:21]([C:29]2[CH:34]=[CH:33][C:32]([F:35])=[CH:31][CH:30]=2)[CH:22]2[C:27](=[O:28])[CH2:26][CH2:25][NH:24][CH2:23]2)=[CH:17][CH:16]=1.C(N(C(C)C)CC)(C)C.C(=O)(O)[O-].[Na+], predict the reaction product. (3) Given the reactants [F:1][CH:2]([F:18])[C@:3]1([C:10]2[CH:15]=[CH:14][CH:13]=[C:12]([F:16])[C:11]=2[F:17])[NH:8][C:7](=S)[CH2:6][O:5][CH2:4]1.[NH3:19].CO, predict the reaction product. The product is: [F:1][CH:2]([F:18])[C@@:3]1([C:10]2[CH:15]=[CH:14][CH:13]=[C:12]([F:16])[C:11]=2[F:17])[CH2:4][O:5][CH2:6][C:7]([NH2:19])=[N:8]1. (4) Given the reactants [N:1]1([C:7]2[N:15]=[C:14]([C:16]3[CH:17]=[C:18]([CH2:22][OH:23])[CH:19]=[CH:20][CH:21]=3)[N:13]=[C:12]3[C:8]=2[N:9]=[CH:10][N:11]3[CH:24]2[CH2:29][CH2:28][NH:27][CH2:26][CH2:25]2)[CH2:6][CH2:5][O:4][CH2:3][CH2:2]1.[BH3-]C#N.[Na+].[F:34][C:35]1[CH:42]=[C:41]([F:43])[CH:40]=[C:39]([F:44])[C:36]=1[CH:37]=O, predict the reaction product. The product is: [N:1]1([C:7]2[N:15]=[C:14]([C:16]3[CH:17]=[C:18]([CH2:22][OH:23])[CH:19]=[CH:20][CH:21]=3)[N:13]=[C:12]3[C:8]=2[N:9]=[CH:10][N:11]3[CH:24]2[CH2:29][CH2:28][N:27]([CH2:37][C:36]3[C:35]([F:34])=[CH:42][C:41]([F:43])=[CH:40][C:39]=3[F:44])[CH2:26][CH2:25]2)[CH2:6][CH2:5][O:4][CH2:3][CH2:2]1. (5) Given the reactants [CH3:1][O:2][C:3]1[CH:36]=[C:35]([O:37][CH3:38])[CH:34]=[CH:33][C:4]=1[CH2:5][N:6]1[C:11]2[C:12]3[C:13]([CH2:24][CH2:25][CH2:26][C:10]=2[C:9]([OH:27])=[C:8]([C:28]([O:30]C)=[O:29])[C:7]1=[O:32])=[C:14]1[C:18](=[CH:19][CH:20]=3)[N:17]([CH3:21])[C:16]([CH2:22][OH:23])=[CH:15]1.[Li+].[I-].Cl, predict the reaction product. The product is: [CH3:1][O:2][C:3]1[CH:36]=[C:35]([O:37][CH3:38])[CH:34]=[CH:33][C:4]=1[CH2:5][N:6]1[C:11]2[C:12]3[C:13]([CH2:24][CH2:25][CH2:26][C:10]=2[C:9]([OH:27])=[C:8]([C:28]([OH:30])=[O:29])[C:7]1=[O:32])=[C:14]1[C:18](=[CH:19][CH:20]=3)[N:17]([CH3:21])[C:16]([CH2:22][OH:23])=[CH:15]1.